This data is from Forward reaction prediction with 1.9M reactions from USPTO patents (1976-2016). The task is: Predict the product of the given reaction. (1) Given the reactants [CH:1]1([C:4]2[C:8]([C:9]([OH:11])=O)=[CH:7][O:6][N:5]=2)[CH2:3][CH2:2]1.S(Cl)(Cl)=O.[N:16]1[CH:21]=[CH:20][C:19]([NH2:22])=[CH:18][N:17]=1.C(N(CC)CC)C, predict the reaction product. The product is: [N:16]1[CH:21]=[CH:20][C:19]([NH:22][C:9]([C:8]2[C:4]([CH:1]3[CH2:2][CH2:3]3)=[N:5][O:6][CH:7]=2)=[O:11])=[CH:18][N:17]=1. (2) Given the reactants I[C:2]1[N:3]=[CH:4][N:5]([C:7]2[CH:12]=[C:11]([F:13])[CH:10]=[C:9]([F:14])[C:8]=2[F:15])[CH:6]=1.C([Mg]Cl)(C)C.[CH2:21]([Sn:25](Cl)([CH2:30][CH2:31][CH2:32][CH3:33])[CH2:26][CH2:27][CH2:28][CH3:29])[CH2:22][CH2:23][CH3:24].[NH4+].[Cl-], predict the reaction product. The product is: [CH2:30]([Sn:25]([CH2:21][CH2:22][CH2:23][CH3:24])([CH2:26][CH2:27][CH2:28][CH3:29])[C:2]1[N:3]=[CH:4][N:5]([C:7]2[CH:12]=[C:11]([F:13])[CH:10]=[C:9]([F:14])[C:8]=2[F:15])[CH:6]=1)[CH2:31][CH2:32][CH3:33].